This data is from Reaction yield outcomes from USPTO patents with 853,638 reactions. The task is: Predict the reaction yield, written as a fraction of the theoretical maximum amount of product (1.0 means a 100% yield; for example, 0.34 means a 34% yield). The reactants are [C:1]1([N:7]2[C:11]3[CH:12]=[CH:13][CH:14]=[CH:15][C:10]=3[N:9]=[C:8]2[C:16]2[CH:21]=[CH:20][C:19](Br)=[CH:18][CH:17]=2)[CH:6]=[CH:5][CH:4]=[CH:3][CH:2]=1.[CH:23]1[C:31]2[C:30]3[CH:32]=[CH:33][CH:34]=[CH:35][C:29]=3[S:28][C:27]=2[C:26]([C:36]2[CH:37]=[CH:38][C:39]3[NH:40][C:41]4[C:46]([C:47]=3[CH:48]=2)=[CH:45][CH:44]=[CH:43][CH:42]=4)=[CH:25][CH:24]=1.C(P(C(C)(C)C)C(C)(C)C)(C)(C)C.CC(C)([O-])C.[Na+]. The catalyst is C1(C)C=CC=CC=1.C1C=CC(/C=C/C(/C=C/C2C=CC=CC=2)=O)=CC=1.C1C=CC(/C=C/C(/C=C/C2C=CC=CC=2)=O)=CC=1.[Pd].CCCCCC. The product is [C:1]1([N:7]2[C:11]3[CH:12]=[CH:13][CH:14]=[CH:15][C:10]=3[N:9]=[C:8]2[C:16]2[CH:21]=[CH:20][C:19]([N:40]3[C:39]4[CH:38]=[CH:37][C:36]([C:26]5[C:27]6[S:28][C:29]7[CH:35]=[CH:34][CH:33]=[CH:32][C:30]=7[C:31]=6[CH:23]=[CH:24][CH:25]=5)=[CH:48][C:47]=4[C:46]4[C:41]3=[CH:42][CH:43]=[CH:44][CH:45]=4)=[CH:18][CH:17]=2)[CH:6]=[CH:5][CH:4]=[CH:3][CH:2]=1. The yield is 0.650.